This data is from Full USPTO retrosynthesis dataset with 1.9M reactions from patents (1976-2016). The task is: Predict the reactants needed to synthesize the given product. (1) Given the product [NH2:1][C:2]1[N:3]([C:7]2[N:11]([CH2:21][C:20]([C:19]3[CH:24]=[CH:25][C:26]([CH3:27])=[C:17]([CH3:16])[CH:18]=3)=[O:23])[C:10]3[CH:12]=[CH:13][CH:14]=[CH:15][C:9]=3[N:8]=2)[N:4]=[CH:5][N:6]=1, predict the reactants needed to synthesize it. The reactants are: [NH2:1][C:2]1[N:3]([C:7]2[NH:11][C:10]3[CH:12]=[CH:13][CH:14]=[CH:15][C:9]=3[N:8]=2)[N:4]=[CH:5][N:6]=1.[CH3:16][C:17]1[CH:18]=[C:19]([CH:24]=[CH:25][C:26]=1[CH3:27])[C:20](=[O:23])[CH2:21]Br.C(=O)([O-])[O-].[K+].[K+]. (2) The reactants are: [C:1]1(N)[C:13]2[CH2:12][C:11]3[C:6](=[CH:7][CH:8]=[CH:9][CH:10]=3)[C:5]=2[CH:4]=[CH:3][CH:2]=1.Cl.C1([NH2:29])C2CC3C(=CC=CC=3)C=2C=CC=1.[CH:30]1[N:35]=[C:34](Cl)[C:33]2[N:37]=[CH:38][N:39]([C@@H:40]3[O:44][C@H:43]([CH2:45][OH:46])[C@@H:42]([OH:47])[C@H:41]3[OH:48])[C:32]=2[N:31]=1.C(N(CC)CC)C. Given the product [CH:1]1[C:13]2[CH:12]([NH:29][C:34]3[C:33]4[N:37]=[CH:38][N:39]([C:32]=4[N:31]=[CH:30][N:35]=3)[C@@H:40]3[O:44][C@H:43]([CH2:45][OH:46])[C@@H:42]([OH:47])[C@H:41]3[OH:48])[C:11]3[C:6](=[CH:7][CH:8]=[CH:9][CH:10]=3)[C:5]=2[CH:4]=[CH:3][CH:2]=1, predict the reactants needed to synthesize it. (3) Given the product [CH3:36][O:37][C:38](=[O:44])[CH:39]([CH3:43])[C:40]([NH:29][C:26]1[CH:25]=[CH:24][C:23]([C:30]2[CH:35]=[CH:34][CH:33]=[CH:32][CH:31]=2)=[CH:28][CH:27]=1)=[O:41], predict the reactants needed to synthesize it. The reactants are: C1C=CC2N(O)N=NC=2C=1.CCN=C=NCCCN(C)C.Cl.[C:23]1([C:30]2[CH:35]=[CH:34][CH:33]=[CH:32][CH:31]=2)[CH:28]=[CH:27][C:26]([NH2:29])=[CH:25][CH:24]=1.[CH3:36][O:37][C:38](=[O:44])[CH:39]([CH3:43])[C:40](O)=[O:41]. (4) Given the product [C:15]1([S:12]([CH2:10][CH2:11][CH:3]([C:4](=[O:5])[CH3:6])[C:2]([O:8][CH2:9][CH3:21])=[O:7])(=[O:13])=[O:14])[CH:20]=[CH:19][CH:18]=[CH:17][CH:16]=1, predict the reactants needed to synthesize it. The reactants are: [Na].[C:2]([O:8][CH3:9])(=[O:7])[CH2:3][C:4]([CH3:6])=[O:5].[CH:10]([S:12]([C:15]1[CH:20]=[CH:19][CH:18]=[CH:17][CH:16]=1)(=[O:14])=[O:13])=[CH2:11].[CH3:21]O. (5) The reactants are: Cl[C:2]1[N:6]2[CH:7]=[C:8]([F:11])[CH:9]=[CH:10][C:5]2=[N:4][N:3]=1.[OH:12][C@@H:13]1[CH2:17][CH2:16][NH:15][CH2:14]1.N. Given the product [F:11][C:8]1[CH:9]=[CH:10][C:5]2[N:6]([C:2]([N:15]3[CH2:16][CH2:17][C@@H:13]([OH:12])[CH2:14]3)=[N:3][N:4]=2)[CH:7]=1, predict the reactants needed to synthesize it. (6) Given the product [NH2:24][C@H:20]([C:21]([OH:23])=[O:22])[CH2:19][CH2:18][CH2:17][CH2:16][NH2:14], predict the reactants needed to synthesize it. The reactants are: N1CCNCC1.CC(OC([N:14]([CH2:16][CH2:17][CH2:18][CH2:19][C@H:20]([NH:24]C(OCC1C2C(=CC=CC=2)C2C1=CC=CC=2)=O)[C:21]([OH:23])=[O:22])C)=O)(C)C.